This data is from Full USPTO retrosynthesis dataset with 1.9M reactions from patents (1976-2016). The task is: Predict the reactants needed to synthesize the given product. (1) Given the product [OH:25][CH:24]([CH2:26][NH:46][CH:43]1[CH2:42][CH2:41][N:40]([C:33]2[C:34]3[CH:39]=[CH:38][S:37][C:35]=3[N:36]=[C:31]([CH3:30])[N:32]=2)[CH2:45][CH2:44]1)[CH2:23][O:22][C:19]1[CH:18]=[CH:17][C:16]([OH:15])=[CH:21][CH:20]=1, predict the reactants needed to synthesize it. The reactants are: CCN(C(C)C)C(C)C.C([Si](C)(C)[O:15][C:16]1[CH:21]=[CH:20][C:19]([O:22][CH2:23][CH:24]2[CH2:26][O:25]2)=[CH:18][CH:17]=1)(C)(C)C.Cl.[CH3:30][C:31]1[N:32]=[C:33]([N:40]2[CH2:45][CH2:44][CH:43]([NH2:46])[CH2:42][CH2:41]2)[C:34]2[CH:39]=[CH:38][S:37][C:35]=2[N:36]=1. (2) Given the product [O:7]=[C:1]1[CH2:6][CH2:5][CH2:4][CH:3]([CH:9]([C:10]([O:12][CH2:13][CH3:14])=[O:11])[C:15]([O:17][CH2:18][CH3:19])=[O:16])[CH2:2]1, predict the reactants needed to synthesize it. The reactants are: [C:1]1(=[O:7])[CH2:6][CH2:5][CH2:4][CH:3]=[CH:2]1.Br[CH:9]([C:15]([O:17][CH2:18][CH3:19])=[O:16])[C:10]([O:12][CH2:13][CH3:14])=[O:11].C[Si](Cl)(C)C. (3) Given the product [Cl:24][C:21]1[CH:22]=[CH:23][C:14]([CH2:13][N:10]([C:7]2[CH:6]=[CH:5][C:4]([Cl:3])=[CH:9][N:8]=2)[CH3:11])=[C:15]([CH:20]=1)[C:16]([O:18][CH3:19])=[O:17], predict the reactants needed to synthesize it. The reactants are: [H-].[Na+].[Cl:3][C:4]1[CH:5]=[CH:6][C:7]([NH:10][CH3:11])=[N:8][CH:9]=1.Br[CH2:13][C:14]1[CH:23]=[CH:22][C:21]([Cl:24])=[CH:20][C:15]=1[C:16]([O:18][CH3:19])=[O:17].O. (4) Given the product [CH3:1][O:2][C:3]1[CH:8]=[CH:7][CH:6]=[CH:5][C:4]=1[N:9]1[CH2:10][CH2:11][N:12]([CH2:15][CH:16]=[O:17])[CH2:13][CH2:14]1, predict the reactants needed to synthesize it. The reactants are: [CH3:1][O:2][C:3]1[CH:8]=[CH:7][CH:6]=[CH:5][C:4]=1[N:9]1[CH2:14][CH2:13][N:12]([CH2:15][CH2:16][OH:17])[CH2:11][CH2:10]1.O=CCCCNC(=O)C1C=CC=CC=1. (5) Given the product [F:13][C:2]([F:1])([C:6]1[CH:11]=[CH:10][C:9]([F:12])=[CH:8][CH:7]=1)[C:3]([NH:47][C:48]1[S:49][CH:50]=[CH:51][C:52]=1[C:53]([NH2:55])=[O:54])=[O:5], predict the reactants needed to synthesize it. The reactants are: [F:1][C:2]([F:13])([C:6]1[CH:11]=[CH:10][C:9]([F:12])=[CH:8][CH:7]=1)[C:3]([OH:5])=O.CN(C(ON1N=NC2C=CC=NC1=2)=[N+](C)C)C.F[P-](F)(F)(F)(F)F.CCN(C(C)C)C(C)C.[NH2:47][C:48]1[S:49][CH:50]=[CH:51][C:52]=1[C:53]([NH2:55])=[O:54]. (6) Given the product [CH3:8][O:9][C:10](=[O:11])[C@@:6]1([CH3:5])[CH2:18][CH2:17][CH2:16][N:7]1[C:24]([O:23][C:20]([CH3:22])([CH3:21])[CH3:19])=[O:25], predict the reactants needed to synthesize it. The reactants are: O=S(Cl)Cl.[CH3:5][C@:6]12[CH2:18][CH2:17][CH2:16][N:7]1[CH:8](C(Cl)(Cl)Cl)[O:9][C:10]2=[O:11].[CH3:19][C:20]([O:23][C:24](O[C:24]([O:23][C:20]([CH3:22])([CH3:21])[CH3:19])=[O:25])=[O:25])([CH3:22])[CH3:21].C(N(CC)CC)C. (7) Given the product [F:30][C:25]1[CH:26]=[CH:27][CH:28]=[CH:29][C:24]=1[CH2:23][N:1]1[CH2:2][CH2:3][C:4]2([O:11][C:10]3[C:12]4[C:17]([C:18](=[O:21])[C:19](=[O:20])[C:9]=3[S:8][CH2:7]2)=[CH:16][CH:15]=[CH:14][CH:13]=4)[CH2:5][CH2:6]1, predict the reactants needed to synthesize it. The reactants are: [NH:1]1[CH2:6][CH2:5][C:4]2([O:11][C:10]3[C:12]4[C:17]([C:18](=[O:21])[C:19](=[O:20])[C:9]=3[S:8][CH2:7]2)=[CH:16][CH:15]=[CH:14][CH:13]=4)[CH2:3][CH2:2]1.Br[CH2:23][C:24]1[CH:29]=[CH:28][CH:27]=[CH:26][C:25]=1[F:30]. (8) Given the product [Cl:11][C:6]1[CH:5]=[C:4]([C:2](=[O:3])[CH:1]=[O:13])[CH:9]=[CH:8][C:7]=1[Cl:10], predict the reactants needed to synthesize it. The reactants are: [CH3:1][C:2]([C:4]1[CH:9]=[CH:8][C:7]([Cl:10])=[C:6]([Cl:11])[CH:5]=1)=[O:3].Br.[OH2:13]. (9) Given the product [CH:1]1([CH2:6][N:7]([CH2:29][CH3:30])[C:8]2[C:9]([CH2:16][N:17]([C:18]3[N:23]=[CH:22][C:21]([O:24][CH2:25][CH2:26][S:27][CH3:28])=[CH:20][N:19]=3)[CH2:34][C:35]3[CH:36]=[C:37]([CH:40]=[C:41]([C:43]([F:44])([F:45])[F:46])[CH:42]=3)[C:38]#[N:39])=[N:10][C:11]([O:14][CH3:15])=[CH:12][CH:13]=2)[CH2:5][CH2:4][CH2:3][CH2:2]1, predict the reactants needed to synthesize it. The reactants are: [CH:1]1([CH2:6][N:7]([CH2:29][CH3:30])[C:8]2[C:9]([CH2:16][NH:17][C:18]3[N:23]=[CH:22][C:21]([O:24][CH2:25][CH2:26][S:27][CH3:28])=[CH:20][N:19]=3)=[N:10][C:11]([O:14][CH3:15])=[CH:12][CH:13]=2)[CH2:5][CH2:4][CH2:3][CH2:2]1.[H-].[Na+].Br[CH2:34][C:35]1[CH:36]=[C:37]([CH:40]=[C:41]([C:43]([F:46])([F:45])[F:44])[CH:42]=1)[C:38]#[N:39].O.